Task: Predict which catalyst facilitates the given reaction.. Dataset: Catalyst prediction with 721,799 reactions and 888 catalyst types from USPTO (1) Reactant: Br[C:2]1[CH:7]=[CH:6][C:5]([C:8]2[N:12]([CH2:13][C@@H:14]3[CH2:18][CH2:17][N:16]([C:19]([CH:21]4[CH2:23][CH2:22]4)=[O:20])[CH2:15]3)[CH:11]=[N:10][N:9]=2)=[CH:4][CH:3]=1.B1(B2OC(C)(C)C(C)(C)O2)OC(C)(C)C(C)(C)O1.CC([O-])=O.[K+].Br[C:48]1[CH:56]=[C:55]2[C:51]([CH:52]=[N:53][NH:54]2)=[CH:50][CH:49]=1.C([O-])([O-])=O.[K+].[K+]. Product: [CH:21]1([C:19]([N:16]2[CH2:17][CH2:18][C@@H:14]([CH2:13][N:12]3[CH:11]=[N:10][N:9]=[C:8]3[C:5]3[CH:6]=[CH:7][C:2]([C:48]4[CH:56]=[C:55]5[C:51]([CH:52]=[N:53][NH:54]5)=[CH:50][CH:49]=4)=[CH:3][CH:4]=3)[CH2:15]2)=[O:20])[CH2:23][CH2:22]1. The catalyst class is: 75. (2) Reactant: [F:1][C:2]([F:17])([C:6]1[CH:11]=[CH:10][C:9]([S:12][C:13]([F:16])([F:15])[F:14])=[CH:8][N:7]=1)[C:3]([OH:5])=O.P(Cl)(Cl)(Cl)=O.Cl.[NH2:24][CH2:25][C:26]1[CH:27]=[C:28]2[C:32](=[CH:33][CH:34]=1)[C:31](=[O:35])[N:30]([CH:36]1[CH2:41][CH2:40][C:39](=[O:42])[NH:38][C:37]1=[O:43])[CH2:29]2.C(=O)(O)[O-].[Na+]. Product: [O:43]=[C:37]1[CH:36]([N:30]2[CH2:29][C:28]3[C:32](=[CH:33][CH:34]=[C:26]([CH2:25][NH:24][C:3](=[O:5])[C:2]([F:1])([F:17])[C:6]4[CH:11]=[CH:10][C:9]([S:12][C:13]([F:16])([F:15])[F:14])=[CH:8][N:7]=4)[CH:27]=3)[C:31]2=[O:35])[CH2:41][CH2:40][C:39](=[O:42])[NH:38]1. The catalyst class is: 17. (3) Reactant: [NH2:1][C:2]1[N:7]=[C:6](Cl)[N:5]=[C:4]([Cl:9])[N:3]=1.[CH2:10]([NH2:13])[CH2:11][CH3:12].[OH-].[Na+]. Product: [NH2:1][C:2]1[N:3]=[C:4]([Cl:9])[N:5]=[C:6]([NH:13][CH2:10][CH2:11][CH3:12])[N:7]=1. The catalyst class is: 21.